From a dataset of Reaction yield outcomes from USPTO patents with 853,638 reactions. Predict the reaction yield, written as a fraction of the theoretical maximum amount of product (1.0 means a 100% yield; for example, 0.34 means a 34% yield). The product is [OH:18][C@:19]1([C:47]([F:49])([F:48])[F:50])[CH2:35][C:24]2[N:25]([CH3:34])[N:26]=[C:27]([C:28]3[CH:33]=[CH:32][CH:31]=[CH:30][N:29]=3)[C:23]=2[C@@H:22]([C:36]2[CH:45]=[CH:44][C:39]([C:40]([NH:58][C:57]3[C:52]([CH3:51])=[N:53][CH:54]=[CH:55][CH:56]=3)=[O:42])=[CH:38][C:37]=2[CH3:46])[CH2:21][CH2:20]1. The reactants are C[Si]([N-][Si](C)(C)C)(C)C.[Li+].C1(C)C=CC=CC=1.[OH:18][C@:19]1([C:47]([F:50])([F:49])[F:48])[CH2:35][C:24]2[N:25]([CH3:34])[N:26]=[C:27]([C:28]3[CH:33]=[CH:32][CH:31]=[CH:30][N:29]=3)[C:23]=2[C@@H:22]([C:36]2[CH:45]=[CH:44][C:39]([C:40]([O:42]C)=O)=[CH:38][C:37]=2[CH3:46])[CH2:21][CH2:20]1.[CH3:51][C:52]1[C:57]([NH2:58])=[CH:56][CH:55]=[CH:54][N:53]=1. The yield is 0.0500. The catalyst is C1COCC1.